Dataset: Full USPTO retrosynthesis dataset with 1.9M reactions from patents (1976-2016). Task: Predict the reactants needed to synthesize the given product. Given the product [CH3:4][N:5]([CH:8]=[C:7]1[C:2](=[O:1])[CH2:3][CH2:4][N:5]([C:8]([O:10][C:11]([CH3:14])([CH3:13])[CH3:12])=[O:9])[CH2:6]1)[CH3:6], predict the reactants needed to synthesize it. The reactants are: [O:1]=[C:2]1[CH2:7][CH2:6][N:5]([C:8]([O:10][C:11]([CH3:14])([CH3:13])[CH3:12])=[O:9])[CH2:4][CH2:3]1.